Dataset: NCI-60 drug combinations with 297,098 pairs across 59 cell lines. Task: Regression. Given two drug SMILES strings and cell line genomic features, predict the synergy score measuring deviation from expected non-interaction effect. (1) Drug 1: CCCS(=O)(=O)NC1=C(C(=C(C=C1)F)C(=O)C2=CNC3=C2C=C(C=N3)C4=CC=C(C=C4)Cl)F. Drug 2: COC1=C2C(=CC3=C1OC=C3)C=CC(=O)O2. Cell line: SK-OV-3. Synergy scores: CSS=3.00, Synergy_ZIP=1.22, Synergy_Bliss=4.97, Synergy_Loewe=3.74, Synergy_HSA=3.85. (2) Drug 1: CC1=C(C(=CC=C1)Cl)NC(=O)C2=CN=C(S2)NC3=CC(=NC(=N3)C)N4CCN(CC4)CCO. Drug 2: C1C(C(OC1N2C=NC(=NC2=O)N)CO)O. Cell line: COLO 205. Synergy scores: CSS=22.6, Synergy_ZIP=2.57, Synergy_Bliss=3.02, Synergy_Loewe=-4.31, Synergy_HSA=3.19. (3) Drug 1: CS(=O)(=O)OCCCCOS(=O)(=O)C. Drug 2: C(CN)CNCCSP(=O)(O)O. Cell line: OVCAR-4. Synergy scores: CSS=4.75, Synergy_ZIP=1.59, Synergy_Bliss=5.68, Synergy_Loewe=0.350, Synergy_HSA=1.74.